This data is from Forward reaction prediction with 1.9M reactions from USPTO patents (1976-2016). The task is: Predict the product of the given reaction. Given the reactants [OH-].[Na+].[CH2:3]([NH:6][C:7](=[O:29])[NH:8][C:9]1[S:10][C:11]2[C:16]([N:17]=1)=[CH:15][C:14]([C:18]1[CH:19]=[N:20][CH:21]=[C:22]([CH:28]=1)[C:23]([O:25]CC)=[O:24])=[CH:13][N:12]=2)[CH:4]=[CH2:5], predict the reaction product. The product is: [CH2:3]([NH:6][C:7](=[O:29])[NH:8][C:9]1[S:10][C:11]2[C:16]([N:17]=1)=[CH:15][C:14]([C:18]1[CH:19]=[N:20][CH:21]=[C:22]([CH:28]=1)[C:23]([OH:25])=[O:24])=[CH:13][N:12]=2)[CH:4]=[CH2:5].